From a dataset of Catalyst prediction with 721,799 reactions and 888 catalyst types from USPTO. Predict which catalyst facilitates the given reaction. (1) Reactant: [OH:1]/[N:2]=[C:3](/[C:10]1[CH:15]=[CH:14][CH:13]=[CH:12][CH:11]=1)\[CH2:4][CH2:5][C:6]([O:8]C)=[O:7].Cl[CH2:17][C:18]1[CH:37]=[CH:36][C:21]([O:22][CH2:23][C:24]2[N:25]=[C:26]([C:30]3[CH:35]=[CH:34][CH:33]=[CH:32][CH:31]=3)[O:27][C:28]=2[CH3:29])=[CH:20][CH:19]=1.[H-].[Na+].Cl.C(=O)([O-])O.[Na+]. Product: [CH3:29][C:28]1[O:27][C:26]([C:30]2[CH:31]=[CH:32][CH:33]=[CH:34][CH:35]=2)=[N:25][C:24]=1[CH2:23][O:22][C:21]1[CH:20]=[CH:19][C:18]([CH2:17][O:1]/[N:2]=[C:3](/[C:10]2[CH:15]=[CH:14][CH:13]=[CH:12][CH:11]=2)\[CH2:4][CH2:5][C:6]([OH:8])=[O:7])=[CH:37][CH:36]=1. The catalyst class is: 9. (2) Reactant: [Cl:1][C:2]1[CH:7]=[CH:6][N:5]=[C:4]([CH2:8][NH:9][C:10]2[O:11][C:12]3[C:18]([O:19][CH3:20])=[CH:17][C:16]([C:21]([OH:23])=O)=[CH:15][C:13]=3[N:14]=2)[CH:3]=1.[CH3:24][O:25][CH2:26][CH:27]1[NH:32][CH2:31][C:30]([CH2:34][CH2:35][OH:36])([CH3:33])[O:29][CH2:28]1.C(N(CC)C(C)C)(C)C.CN(C(ON1N=NC2C=CC=NC1=2)=[N+](C)C)C.F[P-](F)(F)(F)(F)F. Product: [Cl:1][C:2]1[CH:7]=[CH:6][N:5]=[C:4]([CH2:8][NH:9][C:10]2[O:11][C:12]3[C:18]([O:19][CH3:20])=[CH:17][C:16]([C:21]([N:32]4[CH:27]([CH2:26][O:25][CH3:24])[CH2:28][O:29][C:30]([CH2:34][CH2:35][OH:36])([CH3:33])[CH2:31]4)=[O:23])=[CH:15][C:13]=3[N:14]=2)[CH:3]=1. The catalyst class is: 9. (3) Reactant: [CH3:1][O:2][C:3]1[CH:4]=[C:5]2[C:10](=[CH:11][C:12]=1[O:13][CH3:14])[N:9]=[CH:8][CH:7]=[C:6]2[O:15][C:16]1[CH:21]=[CH:20][C:19]([OH:22])=[CH:18][CH:17]=1.[H-].[Na+].COC1C=C2C(=CC=1OC)N=[CH:32][CH:31]=[C:30]2[O:39][C:40]1[CH:45]=[CH:44][C:43](NC(NC2CCNCC2)=O)=[CH:42][CH:41]=1.[C:56](=O)([O-])[OH:57].[Na+]. Product: [CH3:1][O:2][C:3]1[CH:4]=[C:5]2[C:10](=[CH:11][C:12]=1[O:13][CH3:14])[N:9]=[CH:8][CH:7]=[C:6]2[O:15][C:16]1[CH:17]=[CH:18][C:19]([O:22][CH2:32][CH2:31][CH2:30][O:39][C:40]2[CH:41]=[CH:42][C:43]([O:57][CH3:56])=[CH:44][CH:45]=2)=[CH:20][CH:21]=1. The catalyst class is: 9. (4) Reactant: [NH:1]1[CH2:6][CH2:5][CH:4]([CH:7]([OH:9])[CH3:8])[CH2:3][CH2:2]1.[Cl:10][C:11]1[CH:12]=[C:13]([CH:25]=[CH:26][CH:27]=1)[C:14]([NH:16][C:17]1[C:18](Cl)=[N:19][CH:20]=[C:21]([Cl:23])[CH:22]=1)=[O:15]. Product: [Cl:10][C:11]1[CH:12]=[C:13]([CH:25]=[CH:26][CH:27]=1)[C:14]([NH:16][C:17]1[C:18]([N:1]2[CH2:6][CH2:5][CH:4]([CH:7]([OH:9])[CH3:8])[CH2:3][CH2:2]2)=[N:19][CH:20]=[C:21]([Cl:23])[CH:22]=1)=[O:15]. The catalyst class is: 10. (5) Reactant: [N:1]1[CH:6]=[CH:5][CH:4]=[C:3]([C:7]2[C:8]3[CH:15]=[CH:14][C:13]([OH:16])=[CH:12][C:9]=3[S:10][CH:11]=2)[CH:2]=1.[C:17](=O)([O-])[O-].[K+].[K+].[CH3:23][N:24]([CH:26]=O)[CH3:25]. Product: [CH3:25][N:24]([CH3:23])[CH2:26][CH2:17][O:16][C:13]1[CH:14]=[CH:15][C:8]2[C:7]([C:3]3[CH:2]=[N:1][CH:6]=[CH:5][CH:4]=3)=[CH:11][S:10][C:9]=2[CH:12]=1. The catalyst class is: 13. (6) Reactant: [C:1]([N:4]1[C:13]2[C:8](=[CH:9][C:10]([C:14]3[CH:34]=[CH:33][C:17]([C:18]([N:20]4[CH2:25][CH2:24][N:23](C(OC(C)(C)C)=O)[CH2:22][CH2:21]4)=[O:19])=[CH:16][CH:15]=3)=[CH:11][CH:12]=2)[NH:7][CH2:6][C@@H:5]1[CH3:35])(=[O:3])[CH3:2].C(N(CC)C(C)C)(C)C.Cl[C:46]([O:48][C:49]1[CH:54]=[CH:53][CH:52]=[CH:51][CH:50]=1)=[O:47].Cl. Product: [C:1]([N:4]1[C:13]2[C:8](=[CH:9][C:10]([C:14]3[CH:15]=[CH:16][C:17]([C:18]([N:20]4[CH2:21][CH2:22][NH:23][CH2:24][CH2:25]4)=[O:19])=[CH:33][CH:34]=3)=[CH:11][CH:12]=2)[N:7]([C:46]([O:48][C:49]2[CH:54]=[CH:53][CH:52]=[CH:51][CH:50]=2)=[O:47])[CH2:6][C@@H:5]1[CH3:35])(=[O:3])[CH3:2]. The catalyst class is: 5. (7) Reactant: [CH2:1]([C:5]1[CH:10]=[CH:9][C:8]([C:11]#[C:12][C:13]2[CH:37]=[CH:36][C:16]([CH2:17][N:18]([CH2:30][CH2:31][CH2:32][CH2:33][CH2:34][CH3:35])[C:19]3[CH:20]=[CH:21][C:22]([F:29])=[C:23]([CH:28]=3)[C:24]([O:26]C)=[O:25])=[CH:15][CH:14]=2)=[CH:7][CH:6]=1)[CH2:2][CH2:3][CH3:4].[OH-].[Na+].Cl.O. Product: [CH2:1]([C:5]1[CH:6]=[CH:7][C:8]([C:11]#[C:12][C:13]2[CH:37]=[CH:36][C:16]([CH2:17][N:18]([CH2:30][CH2:31][CH2:32][CH2:33][CH2:34][CH3:35])[C:19]3[CH:20]=[CH:21][C:22]([F:29])=[C:23]([CH:28]=3)[C:24]([OH:26])=[O:25])=[CH:15][CH:14]=2)=[CH:9][CH:10]=1)[CH2:2][CH2:3][CH3:4]. The catalyst class is: 5. (8) Reactant: [N:1]1([N:14]=[C:15]([CH3:17])[CH3:16])[C:13]2[C:12]3[CH:11]=[CH:10][CH:9]=[CH:8][C:7]=3[N:6]=[CH:5][C:4]=2[N:3]=[CH:2]1.[BH4-].[Na+]. Product: [N:1]1([NH:14][CH:15]([CH3:17])[CH3:16])[C:13]2[C:12]3[CH:11]=[CH:10][CH:9]=[CH:8][C:7]=3[N:6]=[CH:5][C:4]=2[N:3]=[CH:2]1. The catalyst class is: 5.